Dataset: Full USPTO retrosynthesis dataset with 1.9M reactions from patents (1976-2016). Task: Predict the reactants needed to synthesize the given product. (1) Given the product [CH3:1][CH2:2][CH2:3][NH:4][C@@H:5]1[CH2:14][C:9]2[S:10][C:11]([NH2:13])=[N:12][C:8]=2[CH2:7][CH2:6]1, predict the reactants needed to synthesize it. The reactants are: [CH3:1][CH2:2][CH2:3][NH:4][C@@H:5]1[CH2:14][C:9]2[S:10][C:11]([NH2:13])=[N:12][C:8]=2[CH2:7][CH2:6]1.Cl.C(O)(=O)COCCOCC(O)=O.C1CN([P+](ON2N=NC3C=CC=CC2=3)(N2CCCC2)N2CCCC2)CC1.F[P-](F)(F)(F)(F)F.CN1CCOCC1. (2) Given the product [CH2:1]([N:8]1[C:15]2[CH:16]=[C:17]([CH2:20][C:21]3[CH:22]=[C:23]([C@H:28]4[C@H:33]([OH:34])[C@@H:32]([OH:35])[C@H:31]([OH:36])[C@@H:30]([CH2:37][OH:38])[O:29]4)[CH:24]=[CH:25][C:26]=3[Cl:27])[CH:18]=[CH:19][C:14]=2[O:13][C:10]2([CH2:12][CH2:11]2)[CH2:9]1)[C:2]1[CH:3]=[CH:4][CH:5]=[CH:6][CH:7]=1, predict the reactants needed to synthesize it. The reactants are: [CH2:1]([N:8]1[C:15]2[CH:16]=[C:17]([CH2:20][C:21]3[CH:22]=[C:23]([C:28]4(OC)[C@H:33]([OH:34])[C@@H:32]([OH:35])[C@H:31]([OH:36])[C@@H:30]([CH2:37][OH:38])[O:29]4)[CH:24]=[CH:25][C:26]=3[Cl:27])[CH:18]=[CH:19][C:14]=2[O:13][C:10]2([CH2:12][CH2:11]2)[CH2:9]1)[C:2]1[CH:7]=[CH:6][CH:5]=[CH:4][CH:3]=1.C([SiH](CC)CC)C.B(F)(F)F. (3) Given the product [NH2:39][C:30]1[C:31]2[C:23]([C:21]([C:19]3[CH:18]=[C:17]([O:36][CH3:37])[N:16]=[C:15]([NH2:14])[CH:20]=3)=[O:22])=[CH:24][N:25]([CH:33]([CH3:34])[CH3:35])[C:26]=2[N:27]=[CH:28][N:29]=1, predict the reactants needed to synthesize it. The reactants are: C(=[N:14][C:15]1[CH:20]=[C:19]([C:21]([C:23]2[C:31]3[C:30](Cl)=[N:29][CH:28]=[N:27][C:26]=3[N:25]([CH:33]([CH3:35])[CH3:34])[CH:24]=2)=[O:22])[CH:18]=[C:17]([O:36][CH3:37])[N:16]=1)(C1C=CC=CC=1)C1C=CC=CC=1.[OH-].[NH4+:39]. (4) Given the product [CH2:57]([O:64][C:65]1[CH:74]=[C:73]2[C:68]([C:69]([NH:76][C:77]3[CH:78]=[C:79]([CH2:82][C:83]([OH:85])=[O:84])[NH:80][N:81]=3)=[N:70][CH:71]=[N:72]2)=[CH:67][CH:66]=1)[C:58]1[CH:63]=[CH:62][CH:61]=[CH:60][CH:59]=1, predict the reactants needed to synthesize it. The reactants are: P(OCCN1CCC(COC2C=C3C(C(NC4C=C(CC(NC5C=CC=C(F)C=5F)=O)NN=4)=NC=N3)=CC=2)CC1)(OC(C)(C)C)(OC(C)(C)C)=O.CN(C)C=O.[CH2:57]([O:64][C:65]1[CH:74]=[C:73]2[C:68]([C:69](=O)[NH:70][CH:71]=[N:72]2)=[CH:67][CH:66]=1)[C:58]1[CH:63]=[CH:62][CH:61]=[CH:60][CH:59]=1.[NH2:76][C:77]1[NH:81][N:80]=[C:79]([CH2:82][C:83]([OH:85])=[O:84])[CH:78]=1. (5) The reactants are: [C:1]1([S:7](Cl)(=[O:9])=[O:8])[CH:6]=[CH:5][CH:4]=[CH:3][CH:2]=1.[NH2:11][C:12]1[C:13]([Cl:38])=[CH:14][C:15]2[N:21]3[CH2:22][CH2:23][CH2:24][C@@H:25]([NH:26][C:27](=[O:32])[C:28]([F:31])([F:30])[F:29])[C@H:20]3[C:19]3[CH:33]=[CH:34][CH:35]=[CH:36][C:18]=3[O:17][C:16]=2[CH:37]=1. Given the product [Cl:38][C:13]1[C:12]([N:11]([S:7]([C:1]2[CH:6]=[CH:5][CH:4]=[CH:3][CH:2]=2)(=[O:9])=[O:8])[S:7]([C:1]2[CH:6]=[CH:5][CH:4]=[CH:3][CH:2]=2)(=[O:9])=[O:8])=[CH:37][C:16]2[O:17][C:18]3[CH:36]=[CH:35][CH:34]=[CH:33][C:19]=3[C@@H:20]3[C@H:25]([NH:26][C:27](=[O:32])[C:28]([F:31])([F:30])[F:29])[CH2:24][CH2:23][CH2:22][N:21]3[C:15]=2[CH:14]=1, predict the reactants needed to synthesize it. (6) Given the product [CH3:1][C:2]1[N:7]=[C:6]2[S:8][C:9]3[CH:14]=[CH:13][CH:12]=[CH:11][C:10]=3[C:5]2=[C:4]([C:15]2[CH:20]=[CH:19][C:18]([CH3:21])=[CH:17][CH:16]=2)[C:3]=1[CH:22]([CH2:38][CH2:37][CH3:41])[C:23]([O:25][CH3:26])=[O:24], predict the reactants needed to synthesize it. The reactants are: [CH3:1][C:2]1[N:7]=[C:6]2[S:8][C:9]3[CH:14]=[CH:13][CH:12]=[CH:11][C:10]=3[C:5]2=[C:4]([C:15]2[CH:20]=[CH:19][C:18]([CH3:21])=[CH:17][CH:16]=2)[C:3]=1[CH2:22][C:23]([O:25][CH3:26])=[O:24].[Li+].C[Si]([N-][Si](C)(C)C)(C)C.[CH2:37]1[CH2:41]OC[CH2:38]1.ICCC. (7) The reactants are: Br[C:2]1[CH:11]=[CH:10][C:9]2[C:4](=[CH:5][CH:6]=[CH:7][CH:8]=2)[CH:3]=1.[CH3:12][O:13][C:14]1[CH:19]=[CH:18][C:17]([Mg]Br)=[CH:16][CH:15]=1. Given the product [CH3:12][O:13][C:14]1[CH:19]=[CH:18][C:17]([C:2]2[CH:11]=[CH:10][C:9]3[C:4](=[CH:5][CH:6]=[CH:7][CH:8]=3)[CH:3]=2)=[CH:16][CH:15]=1, predict the reactants needed to synthesize it.